From a dataset of Reaction yield outcomes from USPTO patents with 853,638 reactions. Predict the reaction yield, written as a fraction of the theoretical maximum amount of product (1.0 means a 100% yield; for example, 0.34 means a 34% yield). (1) The reactants are [Cl:1][C:2]1[CH:7]=[CH:6][C:5]([S:8]([N:11]([C:15]2[C:16]([C:22](=[O:30])[C:23]3[CH:28]=[CH:27][CH:26]=[CH:25][C:24]=3[Cl:29])=[N:17][CH:18]=[C:19]([CH3:21])[CH:20]=2)COC)(=[O:10])=[O:9])=[CH:4][C:3]=1[C:31]([F:34])([F:33])[F:32].O. The catalyst is Cl.O1CCOCC1. The product is [Cl:1][C:2]1[CH:7]=[CH:6][C:5]([S:8]([NH:11][C:15]2[C:16]([C:22](=[O:30])[C:23]3[CH:28]=[CH:27][CH:26]=[CH:25][C:24]=3[Cl:29])=[N:17][CH:18]=[C:19]([CH3:21])[CH:20]=2)(=[O:10])=[O:9])=[CH:4][C:3]=1[C:31]([F:32])([F:34])[F:33]. The yield is 0.450. (2) The reactants are [CH3:1][O:2][C:3]1[CH:4]=[C:5]2[C:10](=[CH:11][C:12]=1[O:13][CH3:14])[N:9]=[CH:8][CH:7]=[C:6]2[O:15][C:16]1[CH:21]=[CH:20][C:19]([NH:22][CH2:23][C:24]2[CH:29]=[CH:28][CH:27]=[CH:26][C:25]=2[N+:30]([O-])=O)=[CH:18][CH:17]=1.[Cl-].[NH4+]. The catalyst is C(O)C.O.O1CCCC1.[Fe]. The product is [CH3:1][O:2][C:3]1[CH:4]=[C:5]2[C:10](=[CH:11][C:12]=1[O:13][CH3:14])[N:9]=[CH:8][CH:7]=[C:6]2[O:15][C:16]1[CH:17]=[CH:18][C:19]([NH:22][CH2:23][C:24]2[CH:29]=[CH:28][CH:27]=[CH:26][C:25]=2[NH2:30])=[CH:20][CH:21]=1. The yield is 0.569.